This data is from CYP2C9 inhibition data for predicting drug metabolism from PubChem BioAssay. The task is: Regression/Classification. Given a drug SMILES string, predict its absorption, distribution, metabolism, or excretion properties. Task type varies by dataset: regression for continuous measurements (e.g., permeability, clearance, half-life) or binary classification for categorical outcomes (e.g., BBB penetration, CYP inhibition). Dataset: cyp2c9_veith. (1) The drug is O=C(NCc1cccnc1)C1c2ccccc2C(=O)N1C1CCCCCCC1. The result is 1 (inhibitor). (2) The drug is O=C(Nc1cccc(F)c1)N1CCC2(CC1)CCN(C(=O)c1cccc(F)c1)CC2. The result is 0 (non-inhibitor). (3) The compound is CCOC(=O)CSc1nnc(Cc2cc(=O)[nH]c(=O)[nH]2)n1-c1cccc(OC)c1. The result is 0 (non-inhibitor).